Task: Predict which catalyst facilitates the given reaction.. Dataset: Catalyst prediction with 721,799 reactions and 888 catalyst types from USPTO (1) Product: [NH2:1][C:2]1[C:3]([CH3:22])=[C:4]([C:17]([CH3:21])=[CH:18][C:19]=1[CH3:20])[NH:5][CH2:6][C:7]([N:9]([CH:10]1[CH2:15][CH2:14][N:13]([C:23](=[O:30])[C:24]2[CH:29]=[CH:28][CH:27]=[CH:26][CH:25]=2)[CH2:12][CH2:11]1)[CH3:16])=[O:8]. Reactant: [NH2:1][C:2]1[C:3]([CH3:22])=[C:4]([C:17]([CH3:21])=[CH:18][C:19]=1[CH3:20])[NH:5][CH2:6][C:7]([N:9]([CH3:16])[CH:10]1[CH2:15][CH2:14][NH:13][CH2:12][CH2:11]1)=[O:8].[C:23](Cl)(=[O:30])[C:24]1[CH:29]=[CH:28][CH:27]=[CH:26][CH:25]=1.C(N(CC)CC)C. The catalyst class is: 2. (2) Reactant: [Cl:1][C:2]1[CH:3]=[CH:4][C:5]([O:27][CH2:28][C:29]2[CH:34]=[CH:33][CH:32]=[CH:31][CH:30]=2)=[C:6]([CH2:8][C:9]2[S:10][CH:11]=[C:12]([NH:14][C:15]([C:17]3[CH:26]=[CH:25][C:20]([C:21](OC)=[O:22])=[CH:19][CH:18]=3)=[O:16])[N:13]=2)[CH:7]=1.[H-].[Al+3].[Li+].[H-].[H-].[H-].C(OCC)C. Product: [Cl:1][C:2]1[CH:3]=[CH:4][C:5]([O:27][CH2:28][C:29]2[CH:30]=[CH:31][CH:32]=[CH:33][CH:34]=2)=[C:6]([CH2:8][C:9]2[S:10][CH:11]=[C:12]([NH:14][C:15](=[O:16])[C:17]3[CH:26]=[CH:25][C:20]([CH2:21][OH:22])=[CH:19][CH:18]=3)[N:13]=2)[CH:7]=1. The catalyst class is: 7.